Dataset: Forward reaction prediction with 1.9M reactions from USPTO patents (1976-2016). Task: Predict the product of the given reaction. Given the reactants [NH2:1][C@@H:2]1[CH2:8][CH2:7][C@@H:6]2[NH:9][C@@:3]1([C:19]1[CH:24]=[CH:23][CH:22]=[CH:21][CH:20]=1)[CH2:4][C@H:5]2S(C1C=CC=CC=1)(=O)=O.P([O-])([O-])(O)=O.[Na+].[Na+].C(=O)(O)[O-].[Na+], predict the reaction product. The product is: [NH2:1][C@@H:2]1[CH2:8][CH2:7][C@@H:6]2[NH:9][C@@:3]1([C:19]1[CH:24]=[CH:23][CH:22]=[CH:21][CH:20]=1)[CH2:4][CH2:5]2.